Dataset: Full USPTO retrosynthesis dataset with 1.9M reactions from patents (1976-2016). Task: Predict the reactants needed to synthesize the given product. The reactants are: [Li]CCCC.CN(C)CCN(C)CCN(C)C.[Cl:18][C:19]1[CH:24]=[CH:23][C:22]([F:25])=[CH:21][N:20]=1.CON(C)[C:29](=[O:31])[CH3:30]. Given the product [Cl:18][C:19]1[CH:24]=[C:23]([C:29](=[O:31])[CH3:30])[C:22]([F:25])=[CH:21][N:20]=1, predict the reactants needed to synthesize it.